This data is from hERG Central: cardiac toxicity at 1µM, 10µM, and general inhibition. The task is: Predict hERG channel inhibition at various concentrations. The molecule is O=C(CSc1ccc(-c2ccco2)nn1)Nc1ccc(F)cc1F. Results: hERG_inhib (hERG inhibition (general)): blocker.